This data is from Full USPTO retrosynthesis dataset with 1.9M reactions from patents (1976-2016). The task is: Predict the reactants needed to synthesize the given product. (1) Given the product [NH2:10][C:4]1[N:5]=[C:6]([S:8][CH3:9])[N:7]=[C:2]([N:11]2[CH2:12][CH2:13][CH:14]([NH:17][C:18](=[O:24])[O:19][C:20]([CH3:21])([CH3:23])[CH3:22])[CH2:15][CH2:16]2)[CH:3]=1, predict the reactants needed to synthesize it. The reactants are: Cl[C:2]1[N:7]=[C:6]([S:8][CH3:9])[N:5]=[C:4]([NH2:10])[CH:3]=1.[NH:11]1[CH2:16][CH2:15][CH:14]([NH:17][C:18](=[O:24])[O:19][C:20]([CH3:23])([CH3:22])[CH3:21])[CH2:13][CH2:12]1. (2) Given the product [O:8]=[C:4]1[N:3]=[C:2]([NH:1][C:22](=[O:23])[CH2:21][C:15]2[CH:20]=[CH:19][CH:18]=[CH:17][CH:16]=2)[CH:7]=[CH:6][NH:5]1, predict the reactants needed to synthesize it. The reactants are: [NH2:1][C:2]1[CH:7]=[CH:6][NH:5][C:4](=[O:8])[N:3]=1.C([O-])([O-])=O.[K+].[K+].[C:15]1([CH2:21][C:22](Cl)=[O:23])[CH:20]=[CH:19][CH:18]=[CH:17][CH:16]=1. (3) Given the product [C:4]([C:5]1[CH:10]=[CH:9][C:8]([C@@H:11]2[CH2:15][CH2:14][CH2:13][N:12]2[CH3:16])=[CH:7][N:6]=1)#[CH:3], predict the reactants needed to synthesize it. The reactants are: OC(C)(C)[C:3]#[C:4][C:5]1[CH:10]=[CH:9][C:8]([C@@H:11]2[CH2:15][CH2:14][CH2:13][N:12]2[CH3:16])=[CH:7][N:6]=1.[H-].[Na+]. (4) The reactants are: [O:1]1[CH2:5][CH2:4][C@@H:3]([C:6]([O:8]CC)=O)[N:2]1[C:11]([O:13][C:14]([CH3:17])([CH3:16])[CH3:15])=[O:12].[OH-].[Li+].Cl.[Cl:21][C:22]1[CH:23]=[CH:24][C:25]([N:30]2[CH:34]=[N:33][N:32]=[N:31]2)=[C:26]([CH:29]=1)[CH2:27][NH2:28].OC1C2N=NNC=2C=CC=1.C(Cl)CCl.CN1CCOCC1. Given the product [Cl:21][C:22]1[CH:23]=[CH:24][C:25]([N:30]2[CH:34]=[N:33][N:32]=[N:31]2)=[C:26]([CH:29]=1)[CH2:27][NH:28][C:6]([C@@H:3]1[CH2:4][CH2:5][O:1][N:2]1[C:11]([O:13][C:14]([CH3:15])([CH3:16])[CH3:17])=[O:12])=[O:8], predict the reactants needed to synthesize it. (5) Given the product [CH3:1][O:2][C:3]1[CH:4]=[CH:5][C:6]([C:9]2[CH:18]=[C:17]([CH:19]([CH:21]3[CH2:26][CH2:25][CH2:24][CH2:23][NH:22]3)[OH:20])[C:16]3[C:11](=[CH:12][CH:13]=[CH:14][CH:15]=3)[N:10]=2)=[CH:7][CH:8]=1, predict the reactants needed to synthesize it. The reactants are: [CH3:1][O:2][C:3]1[CH:8]=[CH:7][C:6]([C:9]2[CH:18]=[C:17]([CH:19]([C:21]3[CH:26]=[CH:25][CH:24]=[CH:23][N:22]=3)[OH:20])[C:16]3[C:11](=[CH:12][CH:13]=[CH:14][CH:15]=3)[N:10]=2)=[CH:5][CH:4]=1.Cl. (6) Given the product [C:30]([C@@H:26]([N:7]([C:5](=[O:6])[CH2:4][CH2:3][CH2:2][CH3:1])[CH2:8][C:9]1[CH:10]=[CH:11][C:12]([C:15]2[CH:16]=[CH:17][CH:18]=[CH:19][C:20]=2[C:21]2[NH:22][N:23]=[N:24][N:25]=2)=[CH:13][CH:14]=1)[CH:27]([CH3:28])[CH3:29])([OH:32])=[O:31], predict the reactants needed to synthesize it. The reactants are: [CH3:1][CH2:2][CH2:3][CH2:4][C:5]([N:7]([C@H:26]([C:30]([OH:32])=[O:31])[CH:27]([CH3:29])[CH3:28])[CH2:8][C:9]1[CH:10]=[CH:11][C:12]([C:15]2[CH:16]=[CH:17][CH:18]=[CH:19][C:20]=2[C:21]2[NH:22][N:23]=[N:24][N:25]=2)=[CH:13][CH:14]=1)=[O:6].[Ba].Cl. (7) Given the product [F:1][C:2]([F:15])([F:14])[S:3]([C:19]1[C:20]2[C:25](=[CH:24][CH:23]=[CH:22][CH:21]=2)[O:16][CH2:17][CH:18]=1)(=[O:5])=[O:4], predict the reactants needed to synthesize it. The reactants are: [F:1][C:2]([F:15])([F:14])[S:3](O[S:3]([C:2]([F:15])([F:14])[F:1])(=[O:5])=[O:4])(=[O:5])=[O:4].[O:16]1[C:25]2[C:20](=[CH:21][CH:22]=[CH:23][CH:24]=2)[C:19](=O)[CH2:18][CH2:17]1.C(C1C=C(C)C=C(C(C)(C)C)N=1)(C)(C)C.CCCCCC.